This data is from Full USPTO retrosynthesis dataset with 1.9M reactions from patents (1976-2016). The task is: Predict the reactants needed to synthesize the given product. (1) Given the product [CH:1]([O:4][P:5]([C:11]([P:21](=[O:30])([O:26][CH:27]([CH3:29])[CH3:28])[O:22][CH:23]([CH3:25])[CH3:24])([F:20])[CH2:12][C:13]1[CH:14]=[N:15][CH:16]=[C:17]([C:36]2[C:32]([CH3:31])=[N:33][O:34][C:35]=2[CH3:40])[CH:18]=1)(=[O:10])[O:6][CH:7]([CH3:9])[CH3:8])([CH3:3])[CH3:2], predict the reactants needed to synthesize it. The reactants are: [CH:1]([O:4][P:5]([C:11]([P:21](=[O:30])([O:26][CH:27]([CH3:29])[CH3:28])[O:22][CH:23]([CH3:25])[CH3:24])([F:20])[CH2:12][C:13]1[CH:14]=[N:15][CH:16]=[C:17](Br)[CH:18]=1)(=[O:10])[O:6][CH:7]([CH3:9])[CH3:8])([CH3:3])[CH3:2].[CH3:31][C:32]1[C:36](B(O)O)=[C:35]([CH3:40])[O:34][N:33]=1.C(=O)([O-])[O-].[K+].[K+]. (2) Given the product [Si:27]([O:34][C@@H:35]([CH3:63])[C@@H:36]([NH:51][C:52]1[C:60]2[CH:59]=[CH:58][S:57][C:56]=2[C:55]([C:61]#[N:62])=[CH:54][CH:53]=1)[C:37]1[O:38][C:41]([C:42]2[CH:47]=[CH:46][C:45]([C:48]#[N:49])=[CH:44][CH:43]=2)=[N:40][N:39]=1)([C:30]([CH3:33])([CH3:32])[CH3:31])([CH3:29])[CH3:28], predict the reactants needed to synthesize it. The reactants are: C1(P(C2C=CC=CC=2)C2C=CC=CC=2)C=CC=CC=1.CCN(CC)CC.[Si:27]([O:34][C@@H:35]([CH3:63])[C@@H:36]([NH:51][C:52]1[C:60]2[CH:59]=[CH:58][S:57][C:56]=2[C:55]([C:61]#[N:62])=[CH:54][CH:53]=1)[C:37]([NH:39][NH:40][C:41](=O)[C:42]1[CH:47]=[CH:46][C:45]([C:48]#[N:49])=[CH:44][CH:43]=1)=[O:38])([C:30]([CH3:33])([CH3:32])[CH3:31])([CH3:29])[CH3:28].